Dataset: Catalyst prediction with 721,799 reactions and 888 catalyst types from USPTO. Task: Predict which catalyst facilitates the given reaction. (1) Reactant: O[CH2:2][C:3]1[CH:8]=[CH:7][C:6]([CH3:9])=[CH:5][C:4]=1[O:10][S:11]([CH3:14])(=[O:13])=[O:12].C(Br)(Br)(Br)[Br:16].C1C=CC(P(C2C=CC=CC=2)C2C=CC=CC=2)=CC=1. Product: [Br:16][CH2:2][C:3]1[CH:8]=[CH:7][C:6]([CH3:9])=[CH:5][C:4]=1[O:10][S:11]([CH3:14])(=[O:13])=[O:12]. The catalyst class is: 2. (2) Reactant: Br[CH2:2][CH:3]1[O:8][C:7]2[CH:9]=[CH:10][CH:11]=[CH:12][C:6]=2[O:5][CH2:4]1.[Cl:13][C:14]1[CH:19]=[CH:18][C:17]([CH:20]2[CH2:25][CH2:24][CH2:23][NH:22][CH2:21]2)=[CH:16][CH:15]=1.C(N(CC)CC)C. Product: [Cl:13][C:14]1[CH:15]=[CH:16][C:17]([CH:20]2[CH2:25][CH2:24][CH2:23][N:22]([CH2:2][CH:3]3[O:8][C:7]4[CH:9]=[CH:10][CH:11]=[CH:12][C:6]=4[O:5][CH2:4]3)[CH2:21]2)=[CH:18][CH:19]=1. The catalyst class is: 10. (3) Reactant: [NH2:1][CH2:2][C:3]1[C:4]([F:23])=[C:5]([O:10][C:11]2[CH:12]=[C:13]([CH:16]=[C:17]([C:19]([F:22])([F:21])[F:20])[CH:18]=2)[C:14]#[N:15])[C:6]([Cl:9])=[CH:7][CH:8]=1.[Cl:24][C:25]1[N:26]=[CH:27][N:28]([CH2:33][O:34][CH2:35][CH2:36][Si:37]([CH3:40])([CH3:39])[CH3:38])[C:29]=1[C:30](O)=[O:31].CN(C(ON1N=NC2C=CC=NC1=2)=[N+](C)C)C.F[P-](F)(F)(F)(F)F.C(N(C(C)C)CC)(C)C. Product: [Cl:24][C:25]1[N:26]=[CH:27][N:28]([CH2:33][O:34][CH2:35][CH2:36][Si:37]([CH3:40])([CH3:39])[CH3:38])[C:29]=1[C:30]([NH:1][CH2:2][C:3]1[CH:8]=[CH:7][C:6]([Cl:9])=[C:5]([O:10][C:11]2[CH:18]=[C:17]([C:19]([F:22])([F:20])[F:21])[CH:16]=[C:13]([C:14]#[N:15])[CH:12]=2)[C:4]=1[F:23])=[O:31]. The catalyst class is: 31. (4) Reactant: [CH2:1]([O:3][C:4]([C:6]1[CH:11]=[CH:10][C:9]([CH:12]([NH:14][NH:15][C:16]([O:18]C(C)(C)C)=O)[CH3:13])=[CH:8][CH:7]=1)=[O:5])[CH3:2].N(C([C:27]1[CH:37]=[CH:36][C:30](C(OCC)=O)=[CH:29][CH:28]=1)C)N.C(Cl)(=O)C1C=CC=CC=1.C(C1C=C(C)C=C(C(C)(C)C)N=1)(C)(C)C. Product: [C:16]([NH:15][NH:14][C@@H:12]([C:9]1[CH:8]=[CH:7][C:6]([C:4]([O:3][CH2:1][CH3:2])=[O:5])=[CH:11][CH:10]=1)[CH3:13])(=[O:18])[C:27]1[CH:37]=[CH:36][CH:30]=[CH:29][CH:28]=1. The catalyst class is: 2. (5) Reactant: [NH2:1][NH2:2].[N:3]([C:6]([C:9]1[CH:14]=[CH:13][CH:12]=[CH:11][CH:10]=1)([CH3:8])[CH3:7])=[C:4]=[S:5]. Product: [C:9]1([C:6]([NH:3][C:4]([NH:1][NH2:2])=[S:5])([CH3:8])[CH3:7])[CH:14]=[CH:13][CH:12]=[CH:11][CH:10]=1. The catalyst class is: 14. (6) Reactant: [Cl:1][C:2]1[CH:29]=[CH:28][C:5]([NH:6][C:7]2[C:16]3[C:11](=[CH:12][C:13]([O:19][CH2:20][CH2:21][CH2:22][C:23]([O:25]CC)=[O:24])=[C:14]([O:17][CH3:18])[CH:15]=3)[N:10]=[CH:9][N:8]=2)=[C:4]([F:30])[CH:3]=1.O.CO.Cl. Product: [C:23]([CH2:22][CH2:21][CH2:20][O:19][C:13]1[CH:12]=[C:11]2[C:16]([C:7]([NH:6][C:5]3[CH:28]=[CH:29][C:2]([Cl:1])=[CH:3][C:4]=3[F:30])=[N:8][CH:9]=[N:10]2)=[CH:15][C:14]=1[O:17][CH3:18])([OH:25])=[O:24]. The catalyst class is: 74. (7) Reactant: [CH3:1][C:2]1[CH:16]=[C:15]([CH2:17][N:18]2[CH2:24][CH2:23][CH2:22][CH:21]([C:25]3[CH:30]=[CH:29][CH:28]=[CH:27][CH:26]=3)[CH2:20][CH2:19]2)[CH:14]=[CH:13][C:3]=1[O:4][C:5]1[CH:12]=[CH:11][C:8]([C:9]#[N:10])=[CH:7][N:6]=1.C(=O)([O-])[O-:32].[K+].[K+].OO.CO. The catalyst class is: 16. Product: [CH3:1][C:2]1[CH:16]=[C:15]([CH2:17][N:18]2[CH2:24][CH2:23][CH2:22][CH:21]([C:25]3[CH:30]=[CH:29][CH:28]=[CH:27][CH:26]=3)[CH2:20][CH2:19]2)[CH:14]=[CH:13][C:3]=1[O:4][C:5]1[CH:12]=[CH:11][C:8]([C:9]([NH2:10])=[O:32])=[CH:7][N:6]=1. (8) Reactant: [Br:1][C:2]1[C:25]([Br:26])=[CH:24][C:5]2[N:6]([CH2:22][CH3:23])[C:7]([N:9]3[CH2:14][CH2:13][N:12](C(OC(C)(C)C)=O)[CH2:11][CH2:10]3)=[N:8][C:4]=2[C:3]=1[C:27]#[N:28].[ClH:29].C(OCC)C. The catalyst class is: 12. Product: [ClH:29].[Br:1][C:2]1[C:25]([Br:26])=[CH:24][C:5]2[N:6]([CH2:22][CH3:23])[C:7]([N:9]3[CH2:14][CH2:13][NH:12][CH2:11][CH2:10]3)=[N:8][C:4]=2[C:3]=1[C:27]#[N:28]. (9) Reactant: C(O)(=O)CC(O)=[O:4].C1(C(O)C)C=CC=CC=1.[CH:17]1([N:23]=[C:24]=[N:25][CH:26]2[CH2:31][CH2:30][CH2:29][CH2:28][CH2:27]2)[CH2:22][CH2:21][CH2:20][CH2:19][CH2:18]1. Product: [CH:26]1([NH:25][C:24](=[O:4])[NH:23][CH:17]2[CH2:18][CH2:19][CH2:20][CH2:21][CH2:22]2)[CH2:31][CH2:30][CH2:29][CH2:28][CH2:27]1. The catalyst class is: 10. (10) Reactant: [CH3:1][C:2]1[C:3]([C:17]([OH:19])=O)=[N:4][O:5][C:6]=1[C:7]1[CH2:16][CH2:15][C:10]2([CH2:14][O:13][CH2:12][CH2:11]2)[CH2:9][CH:8]=1.[NH2:20][C:21]1[C:22](=[O:34])[N:23]([CH:28]2[CH2:33][CH2:32][CH2:31][CH2:30][CH2:29]2)[N:24]([CH3:27])[C:25]=1[CH3:26].CCN(C(C)C)C(C)C.CN(C(ON1N=NC2C=CC=NC1=2)=[N+](C)C)C.F[P-](F)(F)(F)(F)F. Product: [CH:28]1([N:23]2[C:22](=[O:34])[C:21]([NH:20][C:17]([C:3]3[C:2]([CH3:1])=[C:6]([C:7]4[CH2:16][CH2:15][C:10]5([CH2:14][O:13][CH2:12][CH2:11]5)[CH2:9][CH:8]=4)[O:5][N:4]=3)=[O:19])=[C:25]([CH3:26])[N:24]2[CH3:27])[CH2:29][CH2:30][CH2:31][CH2:32][CH2:33]1. The catalyst class is: 18.